This data is from Forward reaction prediction with 1.9M reactions from USPTO patents (1976-2016). The task is: Predict the product of the given reaction. (1) Given the reactants C(=O)([O-])[O-].[Na+].[Na+].[NH2:7][C@@H:8]1[CH:16]2[C:17](=[O:24])[CH2:18][C@H:19]([C:21]([OH:23])=[O:22])[CH2:20][N:14]3[C:15]2=[C:11]([CH:12]=[CH:13]3)[CH2:10][CH2:9]1.[OH-].[Na+].Cl[C:28]([O:30][CH3:31])=[O:29], predict the reaction product. The product is: [CH3:31][O:30][C:28]([NH:7][C@@H:8]1[CH:16]2[C:17](=[O:24])[CH2:18][C@H:19]([C:21]([OH:23])=[O:22])[CH2:20][N:14]3[C:15]2=[C:11]([CH:12]=[CH:13]3)[CH2:10][CH2:9]1)=[O:29]. (2) Given the reactants [CH2:1]([O:3][C:4]([C:6]1[CH:7]=[C:8]2[C:13](=[CH:14][CH:15]=1)[NH:12][CH:11]([C:16]1[CH:21]=[CH:20][CH:19]=[C:18](Br)[CH:17]=1)[C:10]([CH3:24])([CH3:23])[CH2:9]2)=[O:5])[CH3:2].[C:25]([C:28]1[CH:33]=[CH:32][C:31](B(O)O)=[CH:30][CH:29]=1)([OH:27])=[O:26].C(=O)([O-])[O-].[Na+].[Na+].O, predict the reaction product. The product is: [CH2:1]([O:3][C:4]([C:6]1[CH:7]=[C:8]2[C:13](=[CH:14][CH:15]=1)[NH:12][CH:11]([C:16]1[CH:17]=[C:18]([C:31]3[CH:32]=[CH:33][C:28]([C:25]([OH:27])=[O:26])=[CH:29][CH:30]=3)[CH:19]=[CH:20][CH:21]=1)[C:10]([CH3:24])([CH3:23])[CH2:9]2)=[O:5])[CH3:2]. (3) Given the reactants [Br:1][C:2]1[CH:7]=[CH:6][C:5]([CH2:8][CH2:9][C:10](O)=[O:11])=[CH:4][C:3]=1[I:13].CN1CCOCC1.C(Cl)(=O)OCC(C)C.[BH4-].[Na+], predict the reaction product. The product is: [Br:1][C:2]1[CH:7]=[CH:6][C:5]([CH2:8][CH2:9][CH2:10][OH:11])=[CH:4][C:3]=1[I:13]. (4) Given the reactants [BrH:1].[F:2][C:3]1[CH:4]=[CH:5][C:6]([O:11][CH3:12])=[C:7]([CH2:9]O)[CH:8]=1, predict the reaction product. The product is: [Br:1][CH2:9][C:7]1[CH:8]=[C:3]([F:2])[CH:4]=[CH:5][C:6]=1[O:11][CH3:12]. (5) Given the reactants [Cl:1][C:2]1[CH:3]=[CH:4][C:5]2[NH:11][C:10](=S)[C@@H:9]([CH2:13][C:14]([O:16][CH2:17][CH3:18])=[O:15])[S:8][C@H:7]([C:19]3[CH:24]=[CH:23][CH:22]=[C:21]([Cl:25])[C:20]=3[Cl:26])[C:6]=2[CH:27]=1.O.[NH2:29][NH2:30].[F:31][C:32]([F:43])([F:42])[C:33](O[C:33](=O)[C:32]([F:43])([F:42])[F:31])=O.FC(F)(F)C(O)=O.C(=O)(O)[O-].[Na+], predict the reaction product. The product is: [Cl:1][C:2]1[CH:3]=[CH:4][C:5]2[N:11]3[C:33]([C:32]([F:43])([F:42])[F:31])=[N:29][N:30]=[C:10]3[C@@H:9]([CH2:13][C:14]([O:16][CH2:17][CH3:18])=[O:15])[S:8][C@H:7]([C:19]3[CH:24]=[CH:23][CH:22]=[C:21]([Cl:25])[C:20]=3[Cl:26])[C:6]=2[CH:27]=1. (6) Given the reactants C(OC(=O)[NH:7][CH2:8][CH2:9][CH2:10][CH2:11][C:12]1[CH:17]=[CH:16][C:15]([O:18][CH2:19][CH2:20][N:21]([CH2:29][C@@H:30]([OH:35])[C@@H:31]([OH:34])[CH2:32][OH:33])[CH2:22][C@@H:23]([OH:28])[C@@H:24]([OH:27])[CH2:25][OH:26])=[CH:14][CH:13]=1)(C)(C)C.Cl, predict the reaction product. The product is: [OH:35][C@@H:30]([C@@H:31]([OH:34])[CH2:32][OH:33])[CH2:29][N:21]([CH2:22][C@@H:23]([OH:28])[C@@H:24]([OH:27])[CH2:25][OH:26])[CH2:20][CH2:19][O:18][C:15]1[CH:14]=[CH:13][C:12]([CH2:11][CH2:10][CH2:9][CH2:8][NH2:7])=[CH:17][CH:16]=1. (7) Given the reactants Cl[CH2:2][C:3]1[CH:4]=[C:5]([CH:13]=[CH:14][CH:15]=1)[C:6]([O:8][C:9]([CH3:12])([CH3:11])[CH3:10])=[O:7].Cl.[NH2:17][CH2:18][C:19]([O:21][C:22]([CH3:25])([CH3:24])[CH3:23])=[O:20].C(=O)([O-])[O-].[K+].[K+].O, predict the reaction product. The product is: [C:22]([O:21][C:19](=[O:20])[CH2:18][NH:17][CH2:2][C:3]1[CH:4]=[C:5]([CH:13]=[CH:14][CH:15]=1)[C:6]([O:8][C:9]([CH3:12])([CH3:11])[CH3:10])=[O:7])([CH3:25])([CH3:24])[CH3:23]. (8) Given the reactants [Cl:1][C:2]1[CH:7]=[CH:6][C:5]([N:8]([C@H:12]2[C:21]3[C:16](=[CH:17][CH:18]=[CH:19][CH:20]=3)[N:15]([C:22](=[O:30])[C:23]3[CH:28]=[CH:27][C:26]([OH:29])=[CH:25][CH:24]=3)[C@@H:14]([CH3:31])[CH2:13]2)[C:9](=[O:11])[CH3:10])=[CH:4][CH:3]=1.C([O-])([O-])=O.[Cs+].[Cs+].[CH3:38][O:39][C:40](=[O:46])[CH:41]([CH3:45])[CH2:42][CH2:43]Cl, predict the reaction product. The product is: [CH3:38][O:39][C:40](=[O:46])[C@@H:41]([CH3:45])[CH2:42][CH2:43][O:29][C:26]1[CH:25]=[CH:24][C:23]([C:22]([N:15]2[C:16]3[C:21](=[CH:20][CH:19]=[CH:18][CH:17]=3)[C@H:12]([N:8]([C:9](=[O:11])[CH3:10])[C:5]3[CH:4]=[CH:3][C:2]([Cl:1])=[CH:7][CH:6]=3)[CH2:13][CH:14]2[CH3:31])=[O:30])=[CH:28][CH:27]=1.